This data is from Reaction yield outcomes from USPTO patents with 853,638 reactions. The task is: Predict the reaction yield, written as a fraction of the theoretical maximum amount of product (1.0 means a 100% yield; for example, 0.34 means a 34% yield). (1) The reactants are [CH2:1]([N:8]1[CH2:13][CH2:12][CH:11]([NH:14][C:15]2[CH:23]=[CH:22][C:18]([C:19]([NH2:21])=[O:20])=[CH:17][CH:16]=2)[CH2:10][CH2:9]1)[C:2]1[CH:7]=[CH:6][CH:5]=[CH:4][CH:3]=1.[ClH:24].CCOCC. The catalyst is O1CCCC1. The product is [ClH:24].[CH2:1]([N:8]1[CH2:9][CH2:10][CH:11]([NH:14][C:15]2[CH:16]=[CH:17][C:18]([C:19]([NH2:21])=[O:20])=[CH:22][CH:23]=2)[CH2:12][CH2:13]1)[C:2]1[CH:3]=[CH:4][CH:5]=[CH:6][CH:7]=1. The yield is 0.300. (2) The reactants are [F:1][C:2]1[CH:3]=[C:4]([CH:16]=[CH:17][CH:18]=1)[NH:5][CH2:6]N1C2C=CC=CC=2N=N1.[BH4-].[Na+].Cl.[OH-].[Na+]. The catalyst is O1CCCC1. The product is [F:1][C:2]1[CH:3]=[C:4]([CH:16]=[CH:17][CH:18]=1)[NH:5][CH3:6]. The yield is 0.970. (3) The reactants are [C:1]1([CH:7]([C:11]2[CH:16]=[CH:15][CH:14]=[CH:13][CH:12]=2)[CH2:8][CH2:9][NH2:10])[CH:6]=[CH:5][CH:4]=[CH:3][CH:2]=1.Br[CH2:18][C:19]([O:21][CH2:22][CH3:23])=[O:20].C(=O)([O-])[O-].[K+].[K+]. The catalyst is C(#N)C. The product is [CH2:22]([O:21][C:19](=[O:20])[CH2:18][NH:10][CH2:9][CH2:8][CH:7]([C:1]1[CH:2]=[CH:3][CH:4]=[CH:5][CH:6]=1)[C:11]1[CH:12]=[CH:13][CH:14]=[CH:15][CH:16]=1)[CH3:23]. The yield is 0.690. (4) No catalyst specified. The reactants are [CH3:1][O:2][C:3]1[CH:4]=[C:5]([CH2:10][C:11]#N)[CH:6]=[C:7]([CH3:9])[CH:8]=1.S(=O)(=O)(O)O.[OH2:18].[CH3:19][OH:20]. The product is [CH3:1][O:2][C:3]1[CH:4]=[C:5]([CH2:10][C:11]([O:20][CH3:19])=[O:18])[CH:6]=[C:7]([CH3:9])[CH:8]=1. The yield is 0.780. (5) The reactants are [C:1]([C:4]1[CH:14]=[C:13]([OH:15])[CH:12]=[CH:11][C:5]=1/[CH:6]=[CH:7]/[C:8]([OH:10])=[O:9])(=[O:3])[CH3:2]. The catalyst is CO. The product is [C:1]([CH:4]1[CH:14]=[C:13]([OH:15])[CH:12]=[CH:11][CH:5]1/[CH:6]=[CH:7]/[C:8]([OH:10])=[O:9])(=[O:3])[CH3:2]. The yield is 0.970.